This data is from Merck oncology drug combination screen with 23,052 pairs across 39 cell lines. The task is: Regression. Given two drug SMILES strings and cell line genomic features, predict the synergy score measuring deviation from expected non-interaction effect. (1) Drug 1: NC(=O)c1cccc2cn(-c3ccc(C4CCCNC4)cc3)nc12. Drug 2: Cn1cc(-c2cnn3c(N)c(Br)c(C4CCCNC4)nc23)cn1. Cell line: RPMI7951. Synergy scores: synergy=-6.41. (2) Drug 1: CN(Cc1cnc2nc(N)nc(N)c2n1)c1ccc(C(=O)NC(CCC(=O)O)C(=O)O)cc1. Drug 2: NC(=O)c1cccc2cn(-c3ccc(C4CCCNC4)cc3)nc12. Cell line: HT144. Synergy scores: synergy=-5.99.